Dataset: Full USPTO retrosynthesis dataset with 1.9M reactions from patents (1976-2016). Task: Predict the reactants needed to synthesize the given product. (1) Given the product [CH:1]1([CH2:4][N:5]2[C:10](=[O:11])[C:9]([CH2:12][N:28]([CH3:32])[CH3:29])=[CH:8][C:7]([C:18]3[CH:23]=[CH:22][C:21]([S:24]([CH3:27])(=[O:26])=[O:25])=[CH:20][CH:19]=3)=[N:6]2)[CH2:3][CH2:2]1, predict the reactants needed to synthesize it. The reactants are: [CH:1]1([CH2:4][N:5]2[C:10](=[O:11])[C:9]([CH2:12]OS(C)(=O)=O)=[CH:8][C:7]([C:18]3[CH:23]=[CH:22][C:21]([S:24]([CH3:27])(=[O:26])=[O:25])=[CH:20][CH:19]=3)=[N:6]2)[CH2:3][CH2:2]1.[NH:28]([CH2:32]CO)[CH2:29]CO. (2) The reactants are: [Si]([O:18][CH2:19][C:20]1[CH:21]=[C:22]([CH2:30][CH2:31][C:32]([O:34][CH2:35][CH3:36])=[O:33])[CH:23]=[C:24]([O:26][CH:27]([CH3:29])[CH3:28])[CH:25]=1)(C(C)(C)C)(C1C=CC=CC=1)C1C=CC=CC=1.[F-].C([N+](CCCC)(CCCC)CCCC)CCC.C(=O)([O-])O.[Na+]. Given the product [OH:18][CH2:19][C:20]1[CH:21]=[C:22]([CH2:30][CH2:31][C:32]([O:34][CH2:35][CH3:36])=[O:33])[CH:23]=[C:24]([O:26][CH:27]([CH3:29])[CH3:28])[CH:25]=1, predict the reactants needed to synthesize it. (3) Given the product [C:22]([C:19]1[N:20]=[CH:21][C:16]([NH:15][C@@H:10]2[CH2:11][CH2:12][CH2:13][CH2:14][C@@H:9]2[NH:8][C:2](=[O:1])[O:3][C:45]([CH3:47])([CH3:48])[CH3:46])=[CH:17][C:18]=1[NH:25][C:26]1[CH:27]=[CH:28][C:29]([C:33](=[O:34])[N:37]([CH3:38])[CH3:36])=[C:30]([CH3:32])[N:31]=1)(=[O:24])[NH2:23], predict the reactants needed to synthesize it. The reactants are: [OH:1][C:2](C(F)(F)F)=[O:3].[NH2:8][C@H:9]1[CH2:14][CH2:13][CH2:12][CH2:11][C@H:10]1[NH:15][C:16]1[CH:17]=[C:18]([NH:25][C:26]2[N:31]=[C:30]([CH3:32])[C:29]([C:33](O)=[O:34])=[CH:28][CH:27]=2)[C:19]([C:22](=[O:24])[NH2:23])=[N:20][CH:21]=1.[CH3:36][NH:37][CH3:38].CCN([CH:45]([CH3:47])[CH3:46])C(C)C.[CH3:48]CCP1(OP(CCC)(=O)OP(CCC)(=O)O1)=O. (4) The reactants are: [CH3:1][C:2]#[N:3].C[Si]([N-][Si](C)(C)C)(C)C.[Na+].[Cl:14][C:15]1[CH:20]=[CH:19][CH:18]=[CH:17][C:16]=1[N:21]=[C:22]=[S:23].ClC[C:26]#[N:27].[CH2:28]1[CH2:32][O:31][CH2:30][CH2:29]1. Given the product [NH2:3][C:2]1[C:32]2[CH:28]=[CH:29][C:30](=[O:31])[N:21]([C:16]3[CH:17]=[CH:18][CH:19]=[CH:20][C:15]=3[Cl:14])[C:22]=2[S:23][C:1]=1[C:26]#[N:27], predict the reactants needed to synthesize it. (5) Given the product [F:1][C:2]1[CH:3]=[CH:4][C:5]([CH:8]2[CH2:11][C:12]3[C:13](=[CH:14][CH:15]=[C:16]([CH3:18])[CH:17]=3)[NH:19][CH2:9]2)=[CH:6][CH:7]=1, predict the reactants needed to synthesize it. The reactants are: [F:1][C:2]1[CH:7]=[CH:6][C:5]([CH:8]([CH2:11][C:12]2[CH:17]=[C:16]([CH3:18])[CH:15]=[CH:14][C:13]=2[N+:19]([O-])=O)[C:9]#N)=[CH:4][CH:3]=1. (6) Given the product [N:28]1([C:33]2[N:38]=[CH:37][C:36]3[CH:39]([C:42]([N:18]4[CH2:17][CH2:16][N:14]5[CH2:15][C@@H:10]([C:5]6[CH:6]=[CH:7][C:8]([F:9])=[C:3]([C:1]#[N:2])[C:4]=6[CH3:27])[N:11]([C:20]([O:22][C:23]([CH3:24])([CH3:26])[CH3:25])=[O:21])[CH2:12][C@@H:13]5[CH2:19]4)=[O:43])[CH2:40][CH2:41][C:35]=3[CH:34]=2)[CH:32]=[N:31][N:30]=[N:29]1, predict the reactants needed to synthesize it. The reactants are: [C:1]([C:3]1[C:4]([CH3:27])=[C:5]([C@@H:10]2[CH2:15][N:14]3[CH2:16][CH2:17][NH:18][CH2:19][C@H:13]3[CH2:12][N:11]2[C:20]([O:22][C:23]([CH3:26])([CH3:25])[CH3:24])=[O:21])[CH:6]=[CH:7][C:8]=1[F:9])#[N:2].[N:28]1([C:33]2[N:38]=[CH:37][C:36]3[CH:39]([C:42](O)=[O:43])[CH2:40][CH2:41][C:35]=3[CH:34]=2)[CH:32]=[N:31][N:30]=[N:29]1.CN(C(ON1N=NC2C=CC=NC1=2)=[N+](C)C)C.F[P-](F)(F)(F)(F)F.C(N(C(C)C)CC)(C)C. (7) Given the product [CH2:1]([N:8]1[C:17](=[O:18])[C:16]2[C:11](=[CH:12][C:13]([Cl:19])=[CH:14][CH:15]=2)[N:10]=[C:9]1[CH:20]([N:24]1[C:30](=[O:31])[CH2:29][CH2:28][N:27]([CH2:32][C:33]2[CH:38]=[CH:37][CH:36]=[CH:35][CH:34]=2)[CH2:26][CH2:25]1)[CH:21]([CH3:23])[CH3:22])[C:2]1[CH:7]=[CH:6][CH:5]=[CH:4][CH:3]=1, predict the reactants needed to synthesize it. The reactants are: [CH2:1]([N:8]1[C:17](=[O:18])[C:16]2[C:11](=[CH:12][C:13]([Cl:19])=[CH:14][CH:15]=2)[N:10]=[C:9]1[CH:20]([N:24]1[C:30](=[O:31])[CH2:29][CH2:28][NH:27][CH2:26][CH2:25]1)[CH:21]([CH3:23])[CH3:22])[C:2]1[CH:7]=[CH:6][CH:5]=[CH:4][CH:3]=1.[CH2:32](Br)[C:33]1[CH:38]=[CH:37][CH:36]=[CH:35][CH:34]=1.CCN(CC)CC. (8) Given the product [Br:41][C:11]1[C:10]2[NH:9][C:8](=[O:13])[C:7]3[S:14][CH:15]=[CH:16][C:6]=3[C:5]=2[C:4]([C:17]2[CH:22]=[CH:21][C:20]([C@@H:23]([CH3:33])[CH2:24][NH:25][C:26](=[O:32])[O:27][C:28]([CH3:29])([CH3:31])[CH3:30])=[CH:19][CH:18]=2)=[C:3]([O:2][CH3:1])[CH:12]=1, predict the reactants needed to synthesize it. The reactants are: [CH3:1][O:2][C:3]1[CH:12]=[CH:11][C:10]2[NH:9][C:8](=[O:13])[C:7]3[S:14][CH:15]=[CH:16][C:6]=3[C:5]=2[C:4]=1[C:17]1[CH:22]=[CH:21][C:20]([C@@H:23]([CH3:33])[CH2:24][NH:25][C:26](=[O:32])[O:27][C:28]([CH3:31])([CH3:30])[CH3:29])=[CH:19][CH:18]=1.C1C(=O)N([Br:41])C(=O)C1.